Dataset: Full USPTO retrosynthesis dataset with 1.9M reactions from patents (1976-2016). Task: Predict the reactants needed to synthesize the given product. (1) Given the product [NH2:29][C:2]1[C:3]([N+:25]([O-:27])=[O:26])=[C:4]2[C:9](=[C:10]([O:13][CH3:14])[C:11]=1[F:12])[N:8]([C@@H:15]1[CH2:17][C@@H:16]1[F:18])[CH:7]=[C:6]([C:19]([O:21][CH2:22][CH3:23])=[O:20])[C:5]2=[O:24], predict the reactants needed to synthesize it. The reactants are: F[C:2]1[C:3]([N+:25]([O-:27])=[O:26])=[C:4]2[C:9](=[C:10]([O:13][CH3:14])[C:11]=1[F:12])[N:8]([C@@H:15]1[CH2:17][C@@H:16]1[F:18])[CH:7]=[C:6]([C:19]([O:21][CH2:22][CH3:23])=[O:20])[C:5]2=[O:24].O.[NH3:29].O.C(Cl)(Cl)Cl. (2) The reactants are: [O:1]1[C:5]2[CH:6]=[CH:7][C:8]([C@@H:10]([CH2:37][C:38]([O:40][CH2:41]C)=[O:39])[NH:11][C:12](=[O:36])[NH:13][C@@H:14]([CH2:32][CH2:33][CH2:34][CH3:35])[CH2:15][O:16][C:17](=[O:31])[N:18]([CH2:25][C:26]3[S:27][CH:28]=[CH:29][CH:30]=3)[CH2:19][C:20]3[S:21][CH:22]=[CH:23][CH:24]=3)=[CH:9][C:4]=2[O:3][CH2:2]1. Given the product [O:1]1[C:5]2[CH:6]=[CH:7][C:8]([C@@H:10]([CH2:37][C:38]([O:40][CH3:41])=[O:39])[NH:11][C:12](=[O:36])[NH:13][C@@H:14]([CH2:32][CH2:33][CH2:34][CH3:35])[CH2:15][O:16][C:17](=[O:31])[N:18]([CH2:19][C:20]3[S:21][CH:22]=[CH:23][CH:24]=3)[CH2:25][C:26]3[S:27][CH:28]=[CH:29][CH:30]=3)=[CH:9][C:4]=2[O:3][CH2:2]1, predict the reactants needed to synthesize it. (3) The reactants are: [CH3:1][O:2][C:3]1[CH:4]=[C:5]([C:11]2[C@@H:20]3[C@@H:15]([CH2:16][CH2:17][CH2:18][CH2:19]3)[C:14](=[O:21])[N:13]([CH:22]3[CH2:27][CH2:26][N:25]([C:28](=[O:46])[C@@H:29]([NH:38]C(=O)OC(C)(C)C)[CH2:30][C:31]4[CH:36]=[CH:35][C:34]([OH:37])=[CH:33][CH:32]=4)[CH2:24][CH2:23]3)[N:12]=2)[CH:6]=[CH:7][C:8]=1[O:9][CH3:10].Cl.O.[OH-].[Na+]. Given the product [NH2:38][C@@H:29]([CH2:30][C:31]1[CH:32]=[CH:33][C:34]([OH:37])=[CH:35][CH:36]=1)[C:28]([N:25]1[CH2:24][CH2:23][CH:22]([N:13]2[N:12]=[C:11]([C:5]3[CH:6]=[CH:7][C:8]([O:9][CH3:10])=[C:3]([O:2][CH3:1])[CH:4]=3)[C@@H:20]3[C@@H:15]([CH2:16][CH2:17][CH2:18][CH2:19]3)[C:14]2=[O:21])[CH2:27][CH2:26]1)=[O:46], predict the reactants needed to synthesize it. (4) Given the product [CH3:27][O:28][C:29]1[CH:34]=[CH:33][C:32]([C:2]2[N:26]=[C:5]3[CH:6]=[N:7][N:8]([CH2:10][C:11]4[O:15][N:14]=[C:13]([C:16]5[CH:21]=[CH:20][C:19]([O:22][CH2:23][CH2:24][CH3:25])=[CH:18][CH:17]=5)[CH:12]=4)[CH:9]=[C:4]3[N:3]=2)=[CH:31][CH:30]=1, predict the reactants needed to synthesize it. The reactants are: Br[C:2]1[N:26]=[C:5]2[CH:6]=[N:7][N:8]([CH2:10][C:11]3[O:15][N:14]=[C:13]([C:16]4[CH:21]=[CH:20][C:19]([O:22][CH2:23][CH2:24][CH3:25])=[CH:18][CH:17]=4)[CH:12]=3)[CH:9]=[C:4]2[N:3]=1.[CH3:27][O:28][C:29]1[CH:34]=[CH:33][C:32](B(O)O)=[CH:31][CH:30]=1. (5) Given the product [CH2:1]([N:5]1[C:13]2[C:12](=[O:14])[N:11]([CH3:15])[C:10]([C:32]#[N:33])=[N:9][C:8]=2[N:7]=[C:6]1[N:17]1[CH2:22][CH2:21][N:20]([C:23]([O:25][C:26]([CH3:29])([CH3:28])[CH3:27])=[O:24])[CH2:19][CH2:18]1)[C:2]#[C:3][CH3:4], predict the reactants needed to synthesize it. The reactants are: [CH2:1]([N:5]1[C:13]2[C:12](=[O:14])[N:11]([CH3:15])[C:10](Cl)=[N:9][C:8]=2[N:7]=[C:6]1[N:17]1[CH2:22][CH2:21][N:20]([C:23]([O:25][C:26]([CH3:29])([CH3:28])[CH3:27])=[O:24])[CH2:19][CH2:18]1)[C:2]#[C:3][CH3:4].[Na].O.[CH3:32][N:33]1CCCC1=O. (6) Given the product [CH3:1][S:2]([N:5]1[CH2:14][CH2:13][C:12]2[C:7](=[CH:8][CH:9]=[C:10]([O:15][CH2:16][CH2:17][CH2:18][C:19]3[CH:20]=[CH:21][C:22]([C:35]4[N:40]=[CH:39][CH:38]=[CH:37][N:36]=4)=[CH:23][CH:24]=3)[CH:11]=2)[CH2:6]1)(=[O:4])=[O:3], predict the reactants needed to synthesize it. The reactants are: [CH3:1][S:2]([N:5]1[CH2:14][CH2:13][C:12]2[C:7](=[CH:8][CH:9]=[C:10]([O:15][CH2:16][CH2:17][CH2:18][C:19]3[CH:24]=[CH:23][C:22](B4OC(C)(C)C(C)(C)O4)=[CH:21][CH:20]=3)[CH:11]=2)[CH2:6]1)(=[O:4])=[O:3].Cl[C:35]1[N:40]=[CH:39][CH:38]=[CH:37][N:36]=1.O1CCOCC1.C([O-])([O-])=O.[Na+].[Na+]. (7) Given the product [F:8][C:9]1[CH:10]=[C:11]([NH:20][C:21]([C@H:23]2[C:32]3[C:27](=[CH:28][C:29]([O:33][CH3:34])=[CH:30][CH:31]=3)[CH2:26][CH2:25][NH:24]2)=[O:22])[CH:12]=[C:13]([F:19])[C:14]=1[Si:15]([CH3:17])([CH3:16])[CH3:18], predict the reactants needed to synthesize it. The reactants are: C(O)(C(F)(F)F)=O.[F:8][C:9]1[CH:10]=[C:11]([NH:20][C:21]([C@H:23]2[C:32]3[C:27](=[CH:28][C:29]([O:33][CH3:34])=[CH:30][CH:31]=3)[CH2:26][CH2:25][N:24]2C(OC(C)(C)C)=O)=[O:22])[CH:12]=[C:13]([F:19])[C:14]=1[Si:15]([CH3:18])([CH3:17])[CH3:16].C(=O)([O-])O.[Na+].C(=O)([O-])[O-].[K+].[K+]. (8) Given the product [CH3:49][O:48][C:46](=[O:47])[CH2:45][N:35]1[C:36]2[C:41](=[CH:40][C:39]([CH3:43])=[CH:38][C:37]=2[CH3:44])[CH:42]=[C:34]1[C:32]([NH:31][C:30]1[S:50][C:13]([CH2:12][CH:4]2[CH2:5][CH2:6][CH2:7][CH2:8][CH2:3]2)=[C:12]([C:4]2[CH:5]=[C:6]([O:10][CH3:11])[C:7]([Cl:9])=[CH:8][C:3]=2[O:2][CH3:1])[N:29]=1)=[O:33], predict the reactants needed to synthesize it. The reactants are: [CH3:1][O:2][C:3]1[CH:8]=[C:7]([Cl:9])[C:6]([O:10][CH3:11])=[CH:5][C:4]=1[C:12](=O)[CH:13](Br)SCC1CCCCC1.CN(C)C=O.[NH2:29][C:30](=[S:50])[NH:31][C:32]([C:34]1[N:35]([CH2:45][C:46]([O:48][CH3:49])=[O:47])[C:36]2[C:41]([CH:42]=1)=[CH:40][C:39]([CH3:43])=[CH:38][C:37]=2[CH3:44])=[O:33]. (9) The reactants are: Cl[C:2]1[CH:7]=[CH:6][C:5]([CH2:8][N:9]2[C:13]([CH3:14])=[CH:12][C:11]([C:15]3[O:19][N:18]=[C:17]([C:20]4[CH:25]=[CH:24][C:23]([CH:26]5[CH2:31][CH2:30][O:29][CH2:28][CH2:27]5)=[CH:22][CH:21]=4)[N:16]=3)=[N:10]2)=[CH:4][N:3]=1.[C:32](#[N:34])C. Given the product [CH3:32][NH:34][C:2]1[CH:7]=[CH:6][C:5]([CH2:8][N:9]2[C:13]([CH3:14])=[CH:12][C:11]([C:15]3[O:19][N:18]=[C:17]([C:20]4[CH:25]=[CH:24][C:23]([CH:26]5[CH2:31][CH2:30][O:29][CH2:28][CH2:27]5)=[CH:22][CH:21]=4)[N:16]=3)=[N:10]2)=[CH:4][N:3]=1, predict the reactants needed to synthesize it. (10) The reactants are: C(OC([NH:11][CH2:12][CH2:13][N:14]1[C:19]2[CH:20]=[C:21]([C:25]([N:27]([CH:41]([CH3:43])[CH3:42])[C@@H:28]3[CH2:33][CH2:32][CH2:31][N:30]([C:34]([O:36][C:37]([CH3:40])([CH3:39])[CH3:38])=[O:35])[CH2:29]3)=[O:26])[C:22]([CH3:24])=[CH:23][C:18]=2[S:17][C:16]([CH3:45])([CH3:44])[C:15]1=[O:46])=O)C1C=CC=CC=1. Given the product [NH2:11][CH2:12][CH2:13][N:14]1[C:19]2[CH:20]=[C:21]([C:25]([N:27]([CH:41]([CH3:42])[CH3:43])[C@@H:28]3[CH2:33][CH2:32][CH2:31][N:30]([C:34]([O:36][C:37]([CH3:38])([CH3:40])[CH3:39])=[O:35])[CH2:29]3)=[O:26])[C:22]([CH3:24])=[CH:23][C:18]=2[S:17][C:16]([CH3:44])([CH3:45])[C:15]1=[O:46], predict the reactants needed to synthesize it.